This data is from Reaction yield outcomes from USPTO patents with 853,638 reactions. The task is: Predict the reaction yield, written as a fraction of the theoretical maximum amount of product (1.0 means a 100% yield; for example, 0.34 means a 34% yield). (1) The reactants are [NH4+].[Cl-].[In].[CH2:4]([C:6]1[CH:15]=[N:14][C:13]2[C:8](=[CH:9][CH:10]=[CH:11][CH:12]=2)[N:7]=1)[CH3:5]. The catalyst is CCO.O. The product is [CH2:4]([CH:6]1[CH2:15][NH:14][C:13]2[C:8](=[CH:9][CH:10]=[CH:11][CH:12]=2)[NH:7]1)[CH3:5]. The yield is 1.00. (2) The reactants are B(Br)(Br)Br.C[O:6][C:7]1[CH:12]=[CH:11][C:10]([CH3:13])=[CH:9][C:8]=1[N:14]1[C:26]2[CH:25]=[CH:24][CH:23]=[CH:22][C:21]=2[C:20]2[C:15]1=[CH:16][CH:17]=[CH:18][CH:19]=2. The catalyst is ClCCl. The product is [CH:25]1[C:26]2[N:14]([C:8]3[CH:9]=[C:10]([CH3:13])[CH:11]=[CH:12][C:7]=3[OH:6])[C:15]3[C:20](=[CH:19][CH:18]=[CH:17][CH:16]=3)[C:21]=2[CH:22]=[CH:23][CH:24]=1. The yield is 0.950. (3) The reactants are [ClH:1].C[O:3][C:4](=[O:37])[CH2:5][O:6][C:7]1[CH:12]=[CH:11][C:10]([CH2:13][NH2:14])=[CH:9][C:8]=1[CH:15]1[CH2:20][CH2:19][N:18]([C:21]([C:23]2[C:31]3[C:26](=[C:27]([CH3:32])[CH:28]=[CH:29][CH:30]=3)[N:25]([CH2:33][CH2:34][O:35][CH3:36])[CH:24]=2)=[O:22])[CH2:17][CH2:16]1. The catalyst is CO.[OH-].[Na+]. The product is [ClH:1].[NH2:14][CH2:13][C:10]1[CH:11]=[CH:12][C:7]([O:6][CH2:5][C:4]([OH:37])=[O:3])=[C:8]([CH:15]2[CH2:20][CH2:19][N:18]([C:21]([C:23]3[C:31]4[C:26](=[C:27]([CH3:32])[CH:28]=[CH:29][CH:30]=4)[N:25]([CH2:33][CH2:34][O:35][CH3:36])[CH:24]=3)=[O:22])[CH2:17][CH2:16]2)[CH:9]=1. The yield is 0.480. (4) The reactants are [CH3:1][CH2:2][CH:3]([OH:9])[CH2:4][CH:5]([OH:8])[CH2:6][CH3:7].N1C=C[CH:13]=[CH:12][CH:11]=1.[C:16](Cl)(=[O:23])[C:17]1[CH:22]=[CH:21][CH:20]=[CH:19][CH:18]=1.[O:25]1[CH2:29][CH2:28][CH2:27][CH2:26]1. No catalyst specified. The product is [C:16]([O:8][CH:5]([CH2:4][CH:3]([O:9][C:29](=[O:25])[C:28]1[CH:13]=[CH:12][CH:11]=[CH:26][CH:27]=1)[CH2:2][CH3:1])[CH2:6][CH3:7])(=[O:23])[C:17]1[CH:22]=[CH:21][CH:20]=[CH:19][CH:18]=1. The yield is 0.920. (5) The reactants are [CH:1]([C:3]1[C:4]([CH3:16])=[N:5][N:6]([CH3:15])[C:7]=1[S:8][CH2:9][C:10]([O:12]CC)=[O:11])=[O:2].[OH-].[Na+].CO.Cl. The yield is 0.580. The product is [CH:1]([C:3]1[C:4]([CH3:16])=[N:5][N:6]([CH3:15])[C:7]=1[S:8][CH2:9][C:10]([OH:12])=[O:11])=[O:2]. The catalyst is O1CCCC1. (6) The reactants are [NH2:1][CH2:2][C@@:3]1([OH:11])[CH:8]2[CH2:9][CH2:10][N:5]([CH2:6][CH2:7]2)[CH2:4]1.Cl.CCN(C(C)C)C(C)C.C([O-])([O-])=O.[Cs+].[Cs+].[O:28]1[C:36]2[C:31](=[N:32][CH:33]=[CH:34][CH:35]=2)[N:30]=[C:29]1[N:37]=[C:38](SC)SC. The catalyst is CN(C=O)C. The product is [O:28]1[C:36]2[C:31](=[N:32][CH:33]=[CH:34][CH:35]=2)[N:30]=[C:29]1[NH:37][C:38]1[O:11][C@:3]2([CH2:2][N:1]=1)[CH:8]1[CH2:7][CH2:6][N:5]([CH2:10][CH2:9]1)[CH2:4]2. The yield is 0.860. (7) The reactants are O.[OH-].[Li+].C[O:5][C:6](=[O:33])[CH2:7][C:8]1[C:17]([CH3:18])=[C:16]([C:19]2[CH:24]=[CH:23][C:22]([S:25](=[O:31])(=[O:30])[NH:26][CH2:27][CH2:28][OH:29])=[CH:21][CH:20]=2)[C:15]2[C:10](=[CH:11][CH:12]=[C:13]([Cl:32])[CH:14]=2)[CH:9]=1.C1COCC1.O. The catalyst is CCCCCC. The product is [Cl:32][C:13]1[CH:14]=[C:15]2[C:10](=[CH:11][CH:12]=1)[CH:9]=[C:8]([CH2:7][C:6]([OH:33])=[O:5])[C:17]([CH3:18])=[C:16]2[C:19]1[CH:24]=[CH:23][C:22]([S:25](=[O:30])(=[O:31])[NH:26][CH2:27][CH2:28][OH:29])=[CH:21][CH:20]=1. The yield is 0.620. (8) The reactants are [Cl:1][C:2]1[CH:3]=[C:4]([CH:12]([CH2:25][C@H:26]2[CH2:46][CH2:45][C:28]3([O:32][C@H:31]([C:33]4[CH:38]=[CH:37][CH:36]=[CH:35][CH:34]=4)[C@@H:30]([C:39]4[CH:44]=[CH:43][CH:42]=[CH:41][CH:40]=4)[O:29]3)[CH2:27]2)[C:13](=O)[CH2:14][CH2:15][C:16]([C:18]2[CH:23]=[N:22][CH:21]=[CH:20][N:19]=2)=O)[CH:5]=[CH:6][C:7]=1[S:8]([CH3:11])(=[O:10])=[O:9].C([O-])(=O)C.[NH4+:51].C(=O)([O-])O.[Na+]. The product is [Cl:1][C:2]1[CH:3]=[C:4]([CH:12]([C:13]2[NH:51][C:16]([C:18]3[CH:23]=[N:22][CH:21]=[CH:20][N:19]=3)=[CH:15][CH:14]=2)[CH2:25][C@H:26]2[CH2:46][CH2:45][C:28]3([O:29][C@H:30]([C:39]4[CH:44]=[CH:43][CH:42]=[CH:41][CH:40]=4)[C@@H:31]([C:33]4[CH:34]=[CH:35][CH:36]=[CH:37][CH:38]=4)[O:32]3)[CH2:27]2)[CH:5]=[CH:6][C:7]=1[S:8]([CH3:11])(=[O:10])=[O:9]. The catalyst is C(O)(=O)C.C(OCC)(=O)C. The yield is 0.340.